This data is from Blood-brain barrier penetration binary classification data from Martins et al.. The task is: Regression/Classification. Given a drug SMILES string, predict its absorption, distribution, metabolism, or excretion properties. Task type varies by dataset: regression for continuous measurements (e.g., permeability, clearance, half-life) or binary classification for categorical outcomes (e.g., BBB penetration, CYP inhibition). Dataset: bbb_martins. (1) The molecule is CCC(=O)O[C@]1(C(=O)CCl)[C@@H](C)C[C@H]2[C@@H]3CCC4=CC(=O)C=C[C@]4(C)[C@@]3(F)[C@@H](O)C[C@@]21C. The result is 1 (penetrates BBB). (2) The compound is CC12CC(=O)[C@H]3C(CC[C@H]4C[C@H](O)CCC43C)[C@@H]1CCC2C(=O)CO. The result is 1 (penetrates BBB).